Dataset: Ames mutagenicity test results for genotoxicity prediction. Task: Regression/Classification. Given a drug SMILES string, predict its toxicity properties. Task type varies by dataset: regression for continuous values (e.g., LD50, hERG inhibition percentage) or binary classification for toxic/non-toxic outcomes (e.g., AMES mutagenicity, cardiotoxicity, hepatotoxicity). Dataset: ames. (1) The compound is COc1cc([N+](=O)[O-])ccc1N=N[C@H](C(C)=O)C(=O)Nc1ccccc1OC. The result is 0 (non-mutagenic). (2) The drug is OC1=c2c(O)cc3cccc4ccc(c2c43)C23CCCCC12O3. The result is 1 (mutagenic). (3) The compound is CC1C(C)(C)Nc2ccccc2C1(C)C1C(C)(C)Nc2ccccc2C1(C)C. The result is 0 (non-mutagenic). (4) The drug is BrCCBr. The result is 1 (mutagenic).